Dataset: Catalyst prediction with 721,799 reactions and 888 catalyst types from USPTO. Task: Predict which catalyst facilitates the given reaction. (1) Reactant: [F:1][C:2]1[CH:3]=[C:4]([CH:9]=[C:10]([N+:12]([O-])=O)[CH:11]=1)[C:5]([NH:7][CH3:8])=[O:6]. Product: [NH2:12][C:10]1[CH:9]=[C:4]([CH:3]=[C:2]([F:1])[CH:11]=1)[C:5]([NH:7][CH3:8])=[O:6]. The catalyst class is: 19. (2) Reactant: C[O:2][C:3]1[CH:4]=[C:5]([CH:14]=[CH:15][C:16]2[CH:21]=[CH:20][CH:19]=[CH:18][C:17]=2[F:22])[CH:6]=[C:7]([O:12]C)[C:8]=1[CH:9]([CH3:11])[CH3:10].Cl.N1C=CC=CC=1.CCOCC. Product: [F:22][C:17]1[CH:18]=[CH:19][CH:20]=[CH:21][C:16]=1[CH:15]=[CH:14][C:5]1[CH:6]=[C:7]([OH:12])[C:8]([CH:9]([CH3:10])[CH3:11])=[C:3]([OH:2])[CH:4]=1. The catalyst class is: 13.